This data is from Full USPTO retrosynthesis dataset with 1.9M reactions from patents (1976-2016). The task is: Predict the reactants needed to synthesize the given product. Given the product [Cl:10][C:11]1[N:12]=[C:13]([C:17]([NH:19][C@H:20]([CH2:30][N:31]2[C:32](=[O:41])[C:33]3[C:38](=[CH:37][CH:36]=[CH:35][CH:34]=3)[C:39]2=[O:40])[CH2:21][C:22]2[CH:27]=[CH:26][C:25]([F:28])=[C:24]([F:29])[CH:23]=2)=[O:18])[NH:14][C:15]=1[C:6]1[N:2]([CH3:1])[N:3]=[CH:4][CH:5]=1, predict the reactants needed to synthesize it. The reactants are: [CH3:1][N:2]1[C:6](B(O)O)=[CH:5][CH:4]=[N:3]1.[Cl:10][C:11]1[N:12]=[C:13]([C:17]([NH:19][C@H:20]([CH2:30][N:31]2[C:39](=[O:40])[C:38]3[C:33](=[CH:34][CH:35]=[CH:36][CH:37]=3)[C:32]2=[O:41])[CH2:21][C:22]2[CH:27]=[CH:26][C:25]([F:28])=[C:24]([F:29])[CH:23]=2)=[O:18])[NH:14][C:15]=1Cl.C([O-])([O-])=O.[Na+].[Na+].